From a dataset of Forward reaction prediction with 1.9M reactions from USPTO patents (1976-2016). Predict the product of the given reaction. (1) Given the reactants Cl.[NH2:2][CH2:3][C@@H:4]([C:6]1[C:14]2[S:13][C:12](=[O:15])[NH:11][C:10]=2[C:9]([OH:16])=[CH:8][CH:7]=1)[OH:5].[Cl:17][C:18]1[C:23]([Cl:24])=[CH:22][CH:21]=[CH:20][C:19]=1[CH2:25][CH2:26][N:27]([CH2:35][CH2:36][S:37][CH2:38][CH2:39][CH:40]=O)[C:28](=[O:34])[O:29][C:30]([CH3:33])([CH3:32])[CH3:31], predict the reaction product. The product is: [Cl:17][C:18]1[C:23]([Cl:24])=[CH:22][CH:21]=[CH:20][C:19]=1[CH2:25][CH2:26][N:27]([CH2:35][CH2:36][S:37][CH2:38][CH2:39][CH2:40][NH:2][CH2:3][C@H:4]([OH:5])[C:6]1[C:14]2[S:13][C:12](=[O:15])[NH:11][C:10]=2[C:9]([OH:16])=[CH:8][CH:7]=1)[C:28](=[O:34])[O:29][C:30]([CH3:31])([CH3:32])[CH3:33]. (2) Given the reactants [N+:1]([C:4]1[CH:13]=[CH:12][C:7]2[NH:8][C:9](=O)[S:10][C:6]=2[CH:5]=1)([O-:3])=[O:2].[C:14](=[O:17])([O-])[O-].[K+].[K+].O.C(O[CH2:25][CH3:26])(=O)C, predict the reaction product. The product is: [CH2:9]([N:8]1[C:7]2[CH:12]=[CH:13][C:4]([N+:1]([O-:3])=[O:2])=[CH:5][C:6]=2[S:10][C:14]1=[O:17])[C:26]1[CH:25]=[CH:6][CH:5]=[CH:4][CH:13]=1.